From a dataset of CYP2D6 inhibition data for predicting drug metabolism from PubChem BioAssay. Regression/Classification. Given a drug SMILES string, predict its absorption, distribution, metabolism, or excretion properties. Task type varies by dataset: regression for continuous measurements (e.g., permeability, clearance, half-life) or binary classification for categorical outcomes (e.g., BBB penetration, CYP inhibition). Dataset: cyp2d6_veith. (1) The compound is O=C(Cc1ccccc1)Nc1nc2ccc(Cl)cc2c2nc(-c3ccco3)nn12. The result is 1 (inhibitor). (2) The molecule is CC1=C[N+](=O)c2ccccc2[N+]1=O. The result is 0 (non-inhibitor). (3) The molecule is COc1ccc2[nH]cc(CCNc3ncncc3-c3ccccc3OC)c2c1. The result is 1 (inhibitor). (4) The drug is CCOC(=O)CCN1C(=O)[C@H]2CC[C@H]3/C(=N\OCC(C)C)C[C@@H](O)[C@@H](O)[C@@H]3[C@@H]2C1=O. The result is 0 (non-inhibitor). (5) The drug is O=S1(=O)OC(c2ccc(O)cc2)(c2ccc(O)cc2)c2ccccc21. The result is 0 (non-inhibitor). (6) The compound is COc1cc(NCC[C@@H]2CCCCN2)c2ncccc2c1. The result is 1 (inhibitor). (7) The compound is CCc1ccc(NC(=O)CC2C(=O)Nc3c2c(=O)n(C)c(=O)n3C)cc1. The result is 0 (non-inhibitor).